Task: Predict the reactants needed to synthesize the given product.. Dataset: Full USPTO retrosynthesis dataset with 1.9M reactions from patents (1976-2016) Given the product [C:1]([C:5]1[CH:6]=[C:7]([NH:17][C:18]([NH:20][C:21]2[C:30]3[C:25](=[CH:26][CH:27]=[CH:28][CH:29]=3)[C:24]([O:31][CH2:32][C:33]3[CH:38]=[CH:37][N:36]=[CH:35][CH:34]=3)=[CH:23][CH:22]=2)=[O:19])[N:8]([C:10]2[CH:15]=[CH:14][CH:13]=[CH:12][C:11]=2[CH3:39])[N:9]=1)([CH3:2])([CH3:3])[CH3:4], predict the reactants needed to synthesize it. The reactants are: [C:1]([C:5]1[CH:6]=[C:7]([NH:17][C:18]([NH:20][C:21]2[C:30]3[C:25](=[CH:26][CH:27]=[CH:28][CH:29]=3)[C:24]([O:31][CH2:32][C:33]3[CH:38]=[CH:37][N:36]=[CH:35][CH:34]=3)=[CH:23][CH:22]=2)=[O:19])[N:8]([C:10]2[CH:15]=[CH:14][C:13](C)=[CH:12][CH:11]=2)[N:9]=1)([CH3:4])([CH3:3])[CH3:2].[CH3:39]C1C=CC=CC=1NN.